Predict which catalyst facilitates the given reaction. From a dataset of Catalyst prediction with 721,799 reactions and 888 catalyst types from USPTO. (1) Reactant: [Li]CCCC.[F:6][C:7]1[CH:8]=[C:9]([O:14][CH2:15][C:16]2[CH:21]=[CH:20][C:19]([F:22])=[CH:18][CH:17]=2)[CH:10]=[C:11]([F:13])[CH:12]=1.[C:23](=[O:25])=[O:24]. Product: [F:6][C:7]1[CH:8]=[C:9]([O:14][CH2:15][C:16]2[CH:21]=[CH:20][C:19]([F:22])=[CH:18][CH:17]=2)[CH:10]=[C:11]([F:13])[C:12]=1[C:23]([OH:25])=[O:24]. The catalyst class is: 1. (2) Reactant: C[O:2][C:3](=[O:19])[C@H:4]([CH2:17][OH:18])[NH:5][C:6](=[O:16])[CH2:7][C:8]1[CH:13]=[C:12]([F:14])[CH:11]=[C:10]([F:15])[CH:9]=1.[OH-].[Li+].Cl. Product: [F:14][C:12]1[CH:13]=[C:8]([CH2:7][C:6]([NH:5][C@H:4]([C:3]([OH:19])=[O:2])[CH2:17][OH:18])=[O:16])[CH:9]=[C:10]([F:15])[CH:11]=1. The catalyst class is: 220.